From a dataset of Peptide-MHC class I binding affinity with 185,985 pairs from IEDB/IMGT. Regression. Given a peptide amino acid sequence and an MHC pseudo amino acid sequence, predict their binding affinity value. This is MHC class I binding data. (1) The peptide sequence is RRRPVTRPL. The MHC is HLA-A23:01 with pseudo-sequence HLA-A23:01. The binding affinity (normalized) is 0.0847. (2) The peptide sequence is VTLFSNLGY. The MHC is HLA-B51:01 with pseudo-sequence HLA-B51:01. The binding affinity (normalized) is 0.0847.